From a dataset of Forward reaction prediction with 1.9M reactions from USPTO patents (1976-2016). Predict the product of the given reaction. (1) Given the reactants [C:1]([O:5][C:6]([N:8]1[CH2:20][C@@H:19]([CH3:21])[N:18]2[C@H:10]([CH2:11][C:12]3[C:17]2=[N:16][C:15]([CH:22]=[O:23])=[CH:14][CH:13]=3)[CH2:9]1)=[O:7])([CH3:4])([CH3:3])[CH3:2].[CH3:24][Mg]Br, predict the reaction product. The product is: [C:1]([O:5][C:6]([N:8]1[CH2:20][C@@H:19]([CH3:21])[N:18]2[C@H:10]([CH2:11][C:12]3[C:17]2=[N:16][C:15]([CH:22]([OH:23])[CH3:24])=[CH:14][CH:13]=3)[CH2:9]1)=[O:7])([CH3:2])([CH3:4])[CH3:3]. (2) Given the reactants [OH:1][CH2:2][CH2:3][N:4]1[CH2:9][CH2:8][NH:7][CH2:6][CH2:5]1.Br[C:11]1[N:16]=[C:15]([CH3:17])[N:14]=[C:13]([NH:18][C:19]2[S:20][C:21]([C:24]([NH:26][C:27]3[C:32]([CH3:33])=[CH:31][CH:30]=[CH:29][C:28]=3[Cl:34])=[O:25])=[CH:22][N:23]=2)[CH:12]=1.CCN(C(C)C)C(C)C, predict the reaction product. The product is: [CH3:33][C:32]1[C:27]([NH:26][C:24]([C:21]2[S:20][C:19]([NH:18][C:13]3[CH:12]=[C:11]([N:7]4[CH2:8][CH2:9][N:4]([CH2:3][CH2:2][OH:1])[CH2:5][CH2:6]4)[N:16]=[C:15]([CH3:17])[N:14]=3)=[N:23][CH:22]=2)=[O:25])=[C:28]([Cl:34])[CH:29]=[CH:30][CH:31]=1. (3) Given the reactants B(Cl)(Cl)Cl.C[O:6][C:7]1[CH:12]=[CH:11][C:10]([C:13]2[CH:18]=[CH:17][C:16]([CH2:19][C:20]([O:22][CH3:23])=[O:21])=[CH:15][CH:14]=2)=[CH:9][CH:8]=1, predict the reaction product. The product is: [OH:6][C:7]1[CH:8]=[CH:9][C:10]([C:13]2[CH:18]=[CH:17][C:16]([CH2:19][C:20]([O:22][CH3:23])=[O:21])=[CH:15][CH:14]=2)=[CH:11][CH:12]=1. (4) Given the reactants [C:1]([O:5][C:6](=[O:21])[NH:7][CH2:8][C:9]1[S:13][C:12]([NH:14][C:15](=[O:20])[C:16]([F:19])([F:18])[F:17])=[N:11][CH:10]=1)([CH3:4])([CH3:3])[CH3:2].Cl[CH2:23][C:24]1[C:33]2[C:28](=[CH:29][CH:30]=[CH:31][CH:32]=2)[CH:27]=[CH:26][CH:25]=1, predict the reaction product. The product is: [C:1]([O:5][C:6](=[O:21])[NH:7][CH2:8][C:9]1[S:13]/[C:12](=[N:14]\[C:15](=[O:20])[C:16]([F:17])([F:18])[F:19])/[N:11]([CH2:23][C:24]2[C:33]3[C:28](=[CH:29][CH:30]=[CH:31][CH:32]=3)[CH:27]=[CH:26][CH:25]=2)[CH:10]=1)([CH3:4])([CH3:2])[CH3:3]. (5) Given the reactants [O:1]=[C:2]1[C@H:8]([CH2:9][C:10]([OH:12])=O)[CH2:7][C:6]2[CH:13]=[CH:14][C:15]([O:17][CH2:18][CH2:19][C:20]3[N:21]=[C:22]4[N:27](C(OC(C)(C)C)=O)[CH2:26][CH2:25][CH2:24][N:23]4[CH:35]=3)=[CH:16][C:5]=2[CH2:4][N:3]1[CH2:36][C:37]([F:40])([F:39])[F:38].[CH2:41]([OH:48])[CH2:42][CH2:43][CH2:44][CH2:45][CH2:46][CH3:47].[ClH:49].O1CCOCC1, predict the reaction product. The product is: [ClH:49].[O:1]=[C:2]1[C@H:8]([CH2:9][C:10]([O:48][CH2:41][CH2:42][CH2:43][CH2:44][CH2:45][CH2:46][CH3:47])=[O:12])[CH2:7][C:6]2[CH:13]=[CH:14][C:15]([O:17][CH2:18][CH2:19][C:20]3[N:21]=[C:22]4[NH:27][CH2:26][CH2:25][CH2:24][N:23]4[CH:35]=3)=[CH:16][C:5]=2[CH2:4][N:3]1[CH2:36][C:37]([F:38])([F:39])[F:40].